This data is from Forward reaction prediction with 1.9M reactions from USPTO patents (1976-2016). The task is: Predict the product of the given reaction. The product is: [OH:4][C:5]1[C:6]([C:11](=[O:13])[CH3:14])=[N:7][CH:8]=[CH:9][CH:10]=1. Given the reactants C[Mg+].[Br-].[OH:4][C:5]1[C:6]([C:11]([OH:13])=O)=[N:7][CH:8]=[CH:9][CH:10]=1.[CH2:14](N(CC)CC)C.C(OC)=O.Cl, predict the reaction product.